From a dataset of Reaction yield outcomes from USPTO patents with 853,638 reactions. Predict the reaction yield, written as a fraction of the theoretical maximum amount of product (1.0 means a 100% yield; for example, 0.34 means a 34% yield). (1) The reactants are C[Al](C)C.[CH2:5]([N:7]1[CH2:13][CH2:12][CH2:11][N:10]([C:14]2[N:19]=[CH:18][C:17]([C:20]([O:22]C)=O)=[CH:16][N:15]=2)[CH2:9][CH2:8]1)[CH3:6].[CH3:24][O:25][C:26]1[CH:27]=[C:28]([CH2:34][CH2:35][C:36]2[CH:37]=[C:38]([NH2:41])[NH:39][N:40]=2)[CH:29]=[C:30]([O:32][CH3:33])[CH:31]=1. The catalyst is C1(C)C=CC=CC=1. The product is [CH3:33][O:32][C:30]1[CH:29]=[C:28]([CH2:34][CH2:35][C:36]2[CH:37]=[C:38]([NH:41][C:20]([C:17]3[CH:18]=[N:19][C:14]([N:10]4[CH2:11][CH2:12][CH2:13][N:7]([CH2:5][CH3:6])[CH2:8][CH2:9]4)=[N:15][CH:16]=3)=[O:22])[NH:39][N:40]=2)[CH:27]=[C:26]([O:25][CH3:24])[CH:31]=1. The yield is 0.220. (2) The reactants are [CH3:1][CH:2]1[CH:10]([CH3:11])[C:9]2[C:4](=[CH:5][CH:6]=[CH:7][CH:8]=2)[C:3]1=[O:12].[CH3:13][Li].[Cl-].[NH4+]. The catalyst is C(OCC)C. The product is [CH3:13][C:3]1([OH:12])[C:4]2[C:9](=[CH:8][CH:7]=[CH:6][CH:5]=2)[CH:10]([CH3:11])[CH:2]1[CH3:1]. The yield is 0.920. (3) The reactants are [C:1]([C:3]1[CH:8]=[CH:7][CH:6]=[CH:5][C:4]=1[C:9]1[CH:14]=[CH:13][C:12]([CH2:15][C:16]2[C:17](=[O:37])[N:18]([C@H:28]3[CH2:33][CH2:32][C@H:31]([C:34](O)=[O:35])[CH2:30][CH2:29]3)[C:19]3[N:20]([N:25]=[CH:26][N:27]=3)[C:21]=2[CH2:22][CH2:23][CH3:24])=[CH:11][CH:10]=1)#[N:2].CN1CCOCC1.C(Cl)(=O)OCC.[BH4-].[Na+].[Cl-].[NH4+]. The catalyst is CO.O1CCCC1. The product is [OH:35][CH2:34][C@H:31]1[CH2:30][CH2:29][C@H:28]([N:18]2[C:17](=[O:37])[C:16]([CH2:15][C:12]3[CH:13]=[CH:14][C:9]([C:4]4[C:3]([C:1]#[N:2])=[CH:8][CH:7]=[CH:6][CH:5]=4)=[CH:10][CH:11]=3)=[C:21]([CH2:22][CH2:23][CH3:24])[N:20]3[N:25]=[CH:26][N:27]=[C:19]23)[CH2:33][CH2:32]1. The yield is 0.780. (4) The reactants are [CH3:1][C:2]([O:5][C:6]([N:8]1[CH2:11][CH:10]([CH2:12][C:13]([OH:15])=[O:14])[CH2:9]1)=[O:7])([CH3:4])[CH3:3].Cl.CN(C)[CH2:19][CH2:20]CN=C=NCC.C(O)C. The catalyst is C(OCC)C.CN(C)C1C=CN=CC=1. The product is [CH2:19]([O:14][C:13](=[O:15])[CH2:12][CH:10]1[CH2:11][N:8]([C:6]([O:5][C:2]([CH3:1])([CH3:3])[CH3:4])=[O:7])[CH2:9]1)[CH3:20]. The yield is 0.930. (5) The reactants are [F:1][C:2]1[C:7]2[O:8][CH2:9][O:10][C:6]=2[CH:5]=[C:4]([CH:11]=[O:12])[CH:3]=1.[BH4-].[Na+]. The catalyst is CO. The product is [F:1][C:2]1[C:7]2[O:8][CH2:9][O:10][C:6]=2[CH:5]=[C:4]([CH2:11][OH:12])[CH:3]=1. The yield is 0.980. (6) The reactants are [N:1]([C@H:4]1[C@@H:9]([F:10])[CH2:8][CH2:7][N:6]([C:11]([O:13][C:14]([CH3:17])([CH3:16])[CH3:15])=[O:12])[CH2:5]1)=[N+]=[N-].[C:18](Cl)(=[O:27])[O:19][CH2:20][C:21]1[CH:26]=[CH:25][CH:24]=[CH:23][CH:22]=1. The catalyst is CO.N1C=CC=CC=1.[Pd]. The product is [CH2:20]([O:19][C:18]([NH:1][C@H:4]1[C@@H:9]([F:10])[CH2:8][CH2:7][N:6]([C:11]([O:13][C:14]([CH3:17])([CH3:16])[CH3:15])=[O:12])[CH2:5]1)=[O:27])[C:21]1[CH:26]=[CH:25][CH:24]=[CH:23][CH:22]=1. The yield is 0.220. (7) The reactants are [F:1][C:2]1[CH:7]=[C:6]([N:8]2[C:12]([C:13]3[CH:18]=[CH:17][C:16](Br)=[C:15]([C:20]([F:23])([F:22])[F:21])[CH:14]=3)=[CH:11][C:10]([C:24]([F:27])([F:26])[F:25])=[N:9]2)[CH:5]=[CH:4][C:3]=1[S:28]([NH2:31])(=[O:30])=[O:29].C([Sn](CCCC)(CCCC)[C:37]1[N:38]=[CH:39][S:40][CH:41]=1)CCC.[Cl-].[Li+]. The catalyst is O1CCOCC1.C(OCC)(=O)C.C1C=CC([P]([Pd]([P](C2C=CC=CC=2)(C2C=CC=CC=2)C2C=CC=CC=2)([P](C2C=CC=CC=2)(C2C=CC=CC=2)C2C=CC=CC=2)[P](C2C=CC=CC=2)(C2C=CC=CC=2)C2C=CC=CC=2)(C2C=CC=CC=2)C2C=CC=CC=2)=CC=1. The product is [F:1][C:2]1[CH:7]=[C:6]([N:8]2[C:12]([C:13]3[CH:18]=[CH:17][C:16]([C:37]4[N:38]=[CH:39][S:40][CH:41]=4)=[C:15]([C:20]([F:23])([F:22])[F:21])[CH:14]=3)=[CH:11][C:10]([C:24]([F:27])([F:26])[F:25])=[N:9]2)[CH:5]=[CH:4][C:3]=1[S:28]([NH2:31])(=[O:30])=[O:29]. The yield is 0.180. (8) The reactants are [C:1]([C:4]1[C:5](=[O:16])[NH:6][C:7]2[C:12]([CH:13]=1)=[CH:11][C:10]([Cl:14])=[C:9]([F:15])[CH:8]=2)(=O)[CH3:2].[CH3:17][C:18]([S@@:21]([NH2:23])=[O:22])([CH3:20])[CH3:19].[BH4-].[Na+]. The catalyst is C1COCC1. The product is [Cl:14][C:10]1[CH:11]=[C:12]2[C:7](=[CH:8][C:9]=1[F:15])[NH:6][C:5](=[O:16])[C:4]([C@@H:1]([NH:23][S@:21]([C:18]([CH3:20])([CH3:19])[CH3:17])=[O:22])[CH3:2])=[CH:13]2. The yield is 0.490. (9) The reactants are [C:1]1([C:7]2[CH:16]=[CH:15][CH:14]=[C:13]3[C:8]=2[C:9]([NH:32][CH2:33][C:34]2[CH:39]=[CH:38][CH:37]=[CH:36][N:35]=2)=[N:10][C:11]([C:17]2[CH:18]=[C:19]([C:23]4[N:27]=[C:26]([C:28](OC)=[O:29])[O:25][N:24]=4)[CH:20]=[N:21][CH:22]=2)=[N:12]3)[CH:6]=[CH:5][CH:4]=[CH:3][CH:2]=1.[C:40]([NH:47][CH:48]1[CH2:53][CH2:52][NH:51][CH2:50][CH2:49]1)([O:42][C:43]([CH3:46])([CH3:45])[CH3:44])=[O:41]. The catalyst is C(O)C. The product is [C:1]1([C:7]2[CH:16]=[CH:15][CH:14]=[C:13]3[C:8]=2[C:9]([NH:32][CH2:33][C:34]2[CH:39]=[CH:38][CH:37]=[CH:36][N:35]=2)=[N:10][C:11]([C:17]2[CH:18]=[C:19]([C:23]4[N:27]=[C:26]([C:28]([N:51]5[CH2:50][CH2:49][CH:48]([NH:47][C:40](=[O:41])[O:42][C:43]([CH3:45])([CH3:44])[CH3:46])[CH2:53][CH2:52]5)=[O:29])[O:25][N:24]=4)[CH:20]=[N:21][CH:22]=2)=[N:12]3)[CH:6]=[CH:5][CH:4]=[CH:3][CH:2]=1. The yield is 0.380.